Dataset: Catalyst prediction with 721,799 reactions and 888 catalyst types from USPTO. Task: Predict which catalyst facilitates the given reaction. Reactant: O.O.P([O-])(O)(O)=O.[Na+].[Cl:9][C:10]1[CH:40]=[CH:39][CH:38]=[CH:37][C:11]=1[CH2:12][C:13]1[C:14]([CH:35]=[O:36])=[N:15][N:16]([CH2:32][O:33][CH3:34])[C:17]=1[N:18]1[CH2:23][CH2:22][CH2:21][C@@H:20]([NH:24][C:25](=[O:31])[O:26][C:27]([CH3:30])([CH3:29])[CH3:28])[CH2:19]1.CC(=CC)C.Cl([O-])=[O:47].[Na+].S([O-])([O-])=O.[Na+].[Na+].S([O-])(O)(=O)=O.[K+]. Product: [C:27]([O:26][C:25]([NH:24][C@@H:20]1[CH2:21][CH2:22][CH2:23][N:18]([C:17]2[N:16]([CH2:32][O:33][CH3:34])[N:15]=[C:14]([C:35]([OH:47])=[O:36])[C:13]=2[CH2:12][C:11]2[CH:37]=[CH:38][CH:39]=[CH:40][C:10]=2[Cl:9])[CH2:19]1)=[O:31])([CH3:30])([CH3:28])[CH3:29]. The catalyst class is: 107.